This data is from Catalyst prediction with 721,799 reactions and 888 catalyst types from USPTO. The task is: Predict which catalyst facilitates the given reaction. (1) Reactant: [H-].[Na+].[F:3][C:4]([F:29])([F:28])[C:5]1[C:13]2[CH2:12][CH2:11][CH2:10][CH2:9][C:8]=2[N:7]([C:14]2[CH:19]=[CH:18][C:17]([NH:20][C:21]([N:23]3[CH2:27][CH2:26][CH2:25][CH2:24]3)=[O:22])=[CH:16][CH:15]=2)[N:6]=1.[CH3:30]I. Product: [CH3:30][N:20]([C:17]1[CH:16]=[CH:15][C:14]([N:7]2[C:8]3[CH2:9][CH2:10][CH2:11][CH2:12][C:13]=3[C:5]([C:4]([F:3])([F:28])[F:29])=[N:6]2)=[CH:19][CH:18]=1)[C:21]([N:23]1[CH2:24][CH2:25][CH2:26][CH2:27]1)=[O:22]. The catalyst class is: 3. (2) Reactant: C(N(CC)CC)C.[CH2:8](Br)[C:9]1[CH:14]=[CH:13][CH:12]=[CH:11][CH:10]=1.[O:16]=[C:17]1[CH2:20][CH:19]([C:21]([OH:23])=[O:22])[CH2:18]1. Product: [O:16]=[C:17]1[CH2:20][CH:19]([C:21]([O:23][CH2:8][C:9]2[CH:14]=[CH:13][CH:12]=[CH:11][CH:10]=2)=[O:22])[CH2:18]1. The catalyst class is: 54.